Task: Predict which catalyst facilitates the given reaction.. Dataset: Catalyst prediction with 721,799 reactions and 888 catalyst types from USPTO (1) Reactant: [Na].[Cl:2][C:3]1[CH:8]=[CH:7][C:6]([C:9](=[O:11])[CH3:10])=[CH:5][CH:4]=1.[C:12](OCC)(=[O:18])[C:13]([O:15][CH2:16][CH3:17])=[O:14]. Product: [Cl:2][C:3]1[CH:8]=[CH:7][C:6]([C:9](=[O:11])[CH2:10][C:12](=[O:18])[C:13]([O:15][CH2:16][CH3:17])=[O:14])=[CH:5][CH:4]=1. The catalyst class is: 8. (2) The catalyst class is: 5. Product: [CH3:5][O:6][C:7]1[CH:8]=[CH:9][CH:10]=[CH:11][C:12]=1[O:13][CH2:14][CH2:15][NH:16][CH2:17][CH:18]([OH:34])[CH2:19][O:20][C:21]1[CH:22]=[CH:23][CH:24]=[C:25]2[NH:33][C:32]3[CH:31]=[CH:30][CH:29]=[CH:28][C:27]=3[C:26]=12.[C:36]([O-:46])(=[O:45])[CH:37]([C:39]1[CH:44]=[CH:43][CH:42]=[CH:41][CH:40]=1)[OH:38]. Reactant: CC(C)=O.[CH3:5][O:6][C:7]1[CH:8]=[CH:9][CH:10]=[CH:11][C:12]=1[O:13][CH2:14][CH2:15][NH:16][CH2:17][CH:18]([OH:34])[CH2:19][O:20][C:21]1[CH:22]=[CH:23][CH:24]=[C:25]2[NH:33][C:32]3[CH:31]=[CH:30][CH:29]=[CH:28][C:27]=3[C:26]=12.O.[C:36]([OH:46])(=[O:45])[CH:37]([C:39]1[CH:44]=[CH:43][CH:42]=[CH:41][CH:40]=1)[OH:38]. (3) Reactant: [CH2:1]([NH2:8])[C:2]1[CH:7]=[CH:6][CH:5]=[CH:4][CH:3]=1.[CH3:9][C:10]1([CH3:23])[O:22][C:14]2[C:15]([CH3:21])=[N:16][CH:17]=[C:18]([CH:19]=O)[C:13]=2[CH2:12][O:11]1.O1CCCC1.[BH3-]C#N.[Na+]. Product: [CH2:1]([NH:8][CH2:19][C:18]1[CH:17]=[N:16][C:15]([CH3:21])=[C:14]2[O:22][C:10]([CH3:23])([CH3:9])[O:11][CH2:12][C:13]=12)[C:2]1[CH:7]=[CH:6][CH:5]=[CH:4][CH:3]=1. The catalyst class is: 676. (4) Reactant: [Cl:1][C:2]1[N:3]=[C:4]([O:9][CH2:10][CH3:11])[NH:5][C:6]=1[CH:7]=[O:8].[C:12]([O:16][C:17]([C:19]1[C:20]([C:25]2[CH:30]=[CH:29][C:28]([CH2:31]Br)=[C:27]([F:33])[CH:26]=2)=[CH:21][CH:22]=[CH:23][CH:24]=1)=[O:18])([CH3:15])([CH3:14])[CH3:13].C(=O)([O-])[O-].[K+].[K+]. Product: [C:12]([O:16][C:17]([C:19]1[C:20]([C:25]2[CH:30]=[CH:29][C:28]([CH2:31][N:5]3[C:6]([CH:7]=[O:8])=[C:2]([Cl:1])[N:3]=[C:4]3[O:9][CH2:10][CH3:11])=[C:27]([F:33])[CH:26]=2)=[CH:21][CH:22]=[CH:23][CH:24]=1)=[O:18])([CH3:15])([CH3:14])[CH3:13]. The catalyst class is: 3. (5) Reactant: C([O-])(=O)C.[K+].N[C@@H]1C2C(=CC=CC=2)C[C@H]1NC(C1NC2C(C=1)=CC(Cl)=CC=2)=O.C(O)(C(F)(F)F)=O.[Cl:36][C:37]1[CH:38]=[C:39]2[C:43](=[CH:44][CH:45]=1)[NH:42][C:41]([C:46]([NH:48][C@@H:49]1[CH2:57][C:56]3[C:51](=[CH:52][CH:53]=[CH:54][CH:55]=3)[C@H:50]1[NH:58][CH2:59][C@@H:60]1[CH2:64][O:63]C(C)(C)[O:61]1)=[O:47])=[CH:40]2. Product: [Cl:36][C:37]1[CH:38]=[C:39]2[C:43](=[CH:44][CH:45]=1)[NH:42][C:41]([C:46]([NH:48][C@@H:49]1[CH2:57][C:56]3[C:51](=[CH:52][CH:53]=[CH:54][CH:55]=3)[C@H:50]1[NH:58][CH2:59][C@@H:60]([OH:61])[CH2:64][OH:63])=[O:47])=[CH:40]2. The catalyst class is: 100. (6) Reactant: [Cl:1][C:2]1[CH:7]=[C:6]([CH:8]=O)[CH:5]=[CH:4][N:3]=1.[NH:10]1[CH2:14][CH2:13][CH2:12][CH2:11]1.C(O)(=O)C.[BH-](OC(C)=O)(OC(C)=O)OC(C)=O.[Na+]. Product: [Cl:1][C:2]1[CH:7]=[C:6]([CH2:8][N:10]2[CH2:14][CH2:13][CH2:12][CH2:11]2)[CH:5]=[CH:4][N:3]=1. The catalyst class is: 2. (7) Reactant: [F:1][C:2]1[CH:7]=[CH:6][C:5]([C:8]2[N:9]=[C:10]3[C:15](=[N:16][CH:17]=2)[N:14]=[C:13]([S:18][CH3:19])[N:12]=[C:11]3O)=[CH:4][CH:3]=1.[F:21][C:22]([F:26])([F:25])[CH2:23][NH2:24].F[P-](F)(F)(F)(F)F.N1(O[P+](N(C)C)(N(C)C)N(C)C)C2C=CC=CC=2N=N1.CCN(C(C)C)C(C)C. Product: [F:1][C:2]1[CH:7]=[CH:6][C:5]([C:8]2[N:9]=[C:10]3[C:15](=[N:16][CH:17]=2)[N:14]=[C:13]([S:18][CH3:19])[N:12]=[C:11]3[NH:24][CH2:23][C:22]([F:26])([F:25])[F:21])=[CH:4][CH:3]=1. The catalyst class is: 18.